Dataset: Full USPTO retrosynthesis dataset with 1.9M reactions from patents (1976-2016). Task: Predict the reactants needed to synthesize the given product. (1) Given the product [ClH:18].[ClH:18].[CH3:1][N:2]([CH3:16])[C@@H:3]1[CH2:8][CH2:7][CH2:6][NH:5][CH2:4]1, predict the reactants needed to synthesize it. The reactants are: [CH3:1][N:2]([CH3:16])[C@@H:3]1[CH2:8][CH2:7][CH2:6][N:5](C(OC(C)(C)C)=O)[CH2:4]1.C(Cl)[Cl:18]. (2) Given the product [C:1]([O:5][C:6]([N:7]([CH3:8])[C@@H:9]([CH3:10])[C:11]([NH:12][C@@H:13]1[C:19](=[O:20])[N:18]([CH2:21][C:22]2[C:31]3[C:26](=[CH:27][CH:28]=[CH:29][CH:30]=3)[CH:25]=[CH:24][C:23]=2[CH3:32])[C:17]2[CH:33]=[CH:34][C:35]([C:37]#[N:38])=[CH:36][C:16]=2[N:15]([C:46]([C:45]2[CH:44]=[CH:43][C:42]([C:41]([N:15]3[C:16]4[CH:36]=[C:35]([C:37]#[N:38])[CH:34]=[CH:33][C:17]=4[N:18]([CH2:21][C:22]4[C:31]5[C:26](=[CH:27][CH:28]=[CH:29][CH:30]=5)[CH:25]=[CH:24][C:23]=4[CH3:32])[C:19](=[O:20])[C@@H:13]([NH:12][C:11](=[O:39])[C@@H:9]([N:7]([CH3:8])[C:6](=[O:40])[O:5][C:1]([CH3:2])([CH3:4])[CH3:3])[CH3:10])[CH2:14]3)=[O:52])=[CH:50][CH:49]=2)=[O:48])[CH2:14]1)=[O:39])=[O:40])([CH3:2])([CH3:3])[CH3:4], predict the reactants needed to synthesize it. The reactants are: [C:1]([O:5][C:6](=[O:40])[N:7]([C@H:9]([C:11](=[O:39])[NH:12][C@@H:13]1[C:19](=[O:20])[N:18]([CH2:21][C:22]2[C:31]3[C:26](=[CH:27][CH:28]=[CH:29][CH:30]=3)[CH:25]=[CH:24][C:23]=2[CH3:32])[C:17]2[CH:33]=[CH:34][C:35]([C:37]#[N:38])=[CH:36][C:16]=2[NH:15][CH2:14]1)[CH3:10])[CH3:8])([CH3:4])([CH3:3])[CH3:2].[C:41]([OH:52])(=O)[C:42]1[CH:50]=[CH:49][C:45]([C:46]([OH:48])=O)=[CH:44][CH:43]=1.O=P(Cl)(Cl)Cl. (3) Given the product [C:20]1([C:2]2[C:12]3[O:11][CH2:10][CH2:9][N:8]([C:13]([O:15][C:16]([CH3:19])([CH3:18])[CH3:17])=[O:14])[CH2:7][C:6]=3[CH:5]=[CH:4][CH:3]=2)[CH2:24][CH2:23][CH2:22][CH:21]=1, predict the reactants needed to synthesize it. The reactants are: Br[C:2]1[C:12]2[O:11][CH2:10][CH2:9][N:8]([C:13]([O:15][C:16]([CH3:19])([CH3:18])[CH3:17])=[O:14])[CH2:7][C:6]=2[CH:5]=[CH:4][CH:3]=1.[C:20]1(B(O)O)[CH2:24][CH2:23][CH2:22][CH:21]=1.O. (4) Given the product [F:36][C:33]([F:34])([F:35])[C@@H:30]1[CH2:31][CH2:32][C@H:27]([O:26][C:4]2[C:3]([C:2]([F:1])([F:37])[F:38])=[C:12]3[C:7]([CH:8]=[CH:9][C:10]([C@H:13]([N:15]4[CH:16]5[CH2:22][CH2:21][CH:20]4[CH2:19][CH:18]([C:23]([OH:25])=[O:24])[CH2:17]5)[CH3:14])=[CH:11]3)=[CH:6][CH:5]=2)[CH2:28][CH2:29]1, predict the reactants needed to synthesize it. The reactants are: [F:1][C:2]([F:38])([F:37])[C:3]1[C:4]([O:26][CH:27]2[CH2:32][CH2:31][CH:30]([C:33]([F:36])([F:35])[F:34])[CH2:29][CH2:28]2)=[CH:5][CH:6]=[C:7]2[C:12]=1[CH:11]=[C:10]([CH:13]([N:15]1[CH:20]3[CH2:21][CH2:22][CH:16]1[CH2:17][CH:18]([C:23]([OH:25])=[O:24])[CH2:19]3)[CH3:14])[CH:9]=[CH:8]2.C(=O)=O.